Dataset: Full USPTO retrosynthesis dataset with 1.9M reactions from patents (1976-2016). Task: Predict the reactants needed to synthesize the given product. (1) Given the product [Cl:35][C:9]1[CH:10]=[C:11]([O:15][CH2:16][CH2:17][C:18]2[N:19]([CH3:34])[N:20]=[C:21]([C:23]3[CH:28]=[CH:27][C:26]([O:29][C:30]([F:31])([F:32])[F:33])=[CH:25][CH:24]=3)[CH:22]=2)[C:12]([Cl:14])=[CH:13][C:8]=1[O:7][C:4]([CH3:5])([CH3:6])[C:3]([OH:36])=[O:2], predict the reactants needed to synthesize it. The reactants are: C[O:2][C:3](=[O:36])[C:4]([O:7][C:8]1[CH:13]=[C:12]([Cl:14])[C:11]([O:15][CH2:16][CH2:17][C:18]2[N:19]([CH3:34])[N:20]=[C:21]([C:23]3[CH:28]=[CH:27][C:26]([O:29][C:30]([F:33])([F:32])[F:31])=[CH:25][CH:24]=3)[CH:22]=2)=[CH:10][C:9]=1[Cl:35])([CH3:6])[CH3:5].[Li+].[OH-]. (2) Given the product [CH:1]([O:4][C:5]([N:7]1[C@H:11]([CH2:12][CH3:13])[CH2:10][C@H:9]([NH:29][CH2:22][C:23]2[CH:28]=[CH:27][CH:26]=[CH:25][CH:24]=2)[C@@H:8]1[CH2:15][C:16]1[CH:21]=[CH:20][CH:19]=[CH:18][CH:17]=1)=[O:6])([CH3:3])[CH3:2], predict the reactants needed to synthesize it. The reactants are: [CH:1]([O:4][C:5]([N:7]1[CH:11]([CH2:12][CH3:13])[CH2:10][C:9](=O)[C@@H:8]1[CH2:15][C:16]1[CH:21]=[CH:20][CH:19]=[CH:18][CH:17]=1)=[O:6])([CH3:3])[CH3:2].[CH2:22]([NH2:29])[C:23]1[CH:28]=[CH:27][CH:26]=[CH:25][CH:24]=1.[BH4-].[Na+].